This data is from Full USPTO retrosynthesis dataset with 1.9M reactions from patents (1976-2016). The task is: Predict the reactants needed to synthesize the given product. (1) Given the product [Cl:1][C:2]1[CH:3]=[C:4]([CH:19]=[CH:20][C:21]=1[Cl:22])[O:5][CH:6]1[CH2:11][CH2:10][N:9]([CH2:12][CH:13]2[O:18][CH2:17][CH2:16][N:15]([C:40]([C:38]3[N:39]=[C:34]4[CH:33]=[CH:32][C:31]([F:30])=[CH:36][N:35]4[CH:37]=3)=[O:41])[CH2:14]2)[CH2:8][CH2:7]1, predict the reactants needed to synthesize it. The reactants are: [Cl:1][C:2]1[CH:3]=[C:4]([CH:19]=[CH:20][C:21]=1[Cl:22])[O:5][CH:6]1[CH2:11][CH2:10][N:9]([CH2:12][CH:13]2[O:18][CH2:17][CH2:16][NH:15][CH2:14]2)[CH2:8][CH2:7]1.C(N(CC)CC)C.[F:30][C:31]1[CH:32]=[CH:33][C:34]2[N:35]([CH:37]=[C:38]([C:40](Cl)=[O:41])[N:39]=2)[CH:36]=1.C([O-])(O)=O.[Na+]. (2) Given the product [CH:1]1([C:4]2[C:13]([CH:14]([OH:15])[CH2:24][C:23]#[N:25])=[C:12]([C:16]3[CH:21]=[CH:20][C:19]([F:22])=[CH:18][CH:17]=3)[C:11]3[C:6](=[CH:7][CH:8]=[CH:9][CH:10]=3)[N:5]=2)[CH2:2][CH2:3]1, predict the reactants needed to synthesize it. The reactants are: [CH:1]1([C:4]2[C:13]([CH:14]=[O:15])=[C:12]([C:16]3[CH:21]=[CH:20][C:19]([F:22])=[CH:18][CH:17]=3)[C:11]3[C:6](=[CH:7][CH:8]=[CH:9][CH:10]=3)[N:5]=2)[CH2:3][CH2:2]1.[C:23](#[N:25])[CH3:24].[H-].[Na+].C(O)(=O)C. (3) Given the product [C:1]1([C:32]2[CH:33]=[CH:34][CH:35]=[CH:36][CH:37]=2)[CH:2]=[CH:3][C:4]([N:7]2[CH2:8][C:9]3[CH:10]=[CH:11][N:12]=[C:13]([NH:24][CH2:25][C:26]4[CH:31]=[CH:30][N:29]=[CH:28][CH:27]=4)[C:38]=3[C:39]2=[O:40])=[CH:5][CH:6]=1, predict the reactants needed to synthesize it. The reactants are: [C:1]1([C:32]2[CH:37]=[CH:36][CH:35]=[CH:34][CH:33]=2)[CH:6]=[CH:5][C:4]([NH:7][CH2:8][C:9]2C(C(N(C(C)C)C(C)C)=O)=[C:13]([NH:24][CH2:25][C:26]3[CH:31]=[CH:30][N:29]=[CH:28][CH:27]=3)[N:12]=[CH:11][CH:10]=2)=[CH:3][CH:2]=1.[CH3:38][CH2:39][OH:40]. (4) Given the product [CH3:9][C:10]1[N:15]=[C:14]([C:16]([NH2:17])=[O:2])[CH:13]=[C:12]([O:18][CH2:19][C:20]([F:23])([F:21])[F:22])[CH:11]=1, predict the reactants needed to synthesize it. The reactants are: C(=O)(O)[O-:2].[Na+].Cl.NO.[CH3:9][C:10]1[N:15]=[C:14]([C:16]#[N:17])[CH:13]=[C:12]([O:18][CH2:19][C:20]([F:23])([F:22])[F:21])[CH:11]=1. (5) The reactants are: Br[CH:2]([C:18]1[CH:23]=[CH:22][CH:21]=[CH:20][CH:19]=1)[C:3]([C:5]1[C:13]2[C:8](=[CH:9][CH:10]=[CH:11][C:12]=2[CH2:14][CH2:15][CH2:16][OH:17])[NH:7][CH:6]=1)=[O:4].[CH3:24][O:25][C:26]1[CH:27]=[C:28]([CH:30]=[C:31]([O:33][CH3:34])[CH:32]=1)[NH2:29]. Given the product [CH3:34][O:33][C:31]1[CH:30]=[C:28]([NH:29][CH:2]([C:18]2[CH:23]=[CH:22][CH:21]=[CH:20][CH:19]=2)[C:3]([C:5]2[C:13]3[C:8](=[CH:9][CH:10]=[CH:11][C:12]=3[CH2:14][CH2:15][CH2:16][OH:17])[NH:7][CH:6]=2)=[O:4])[CH:27]=[C:26]([O:25][CH3:24])[CH:32]=1, predict the reactants needed to synthesize it. (6) Given the product [CH2:4]([O:7][C:8]1[CH:13]=[CH:12][CH:11]=[C:10]([NH2:14])[C:9]=1[NH2:15])[CH3:5], predict the reactants needed to synthesize it. The reactants are: ICC.[CH:4]([O:7][C:8]1[CH:13]=[CH:12][CH:11]=[C:10]([NH2:14])[C:9]=1[NH2:15])(C)[CH3:5]. (7) The reactants are: [C:1]([O:5][C:6]([NH:8][C:9]1[CH:17]=[CH:16][CH:15]=[C:14]2[C:10]=1[CH:11]=N[N:13]2[CH:18]([C:23]1[CH:28]=[CH:27][C:26]([Cl:29])=[CH:25][CH:24]=1)[C:19]([O:21][CH3:22])=[O:20])=[O:7])([CH3:4])([CH3:3])[CH3:2].Br[CH2:31][C:32]([O:34][C:35]([CH3:38])([CH3:37])[CH3:36])=[O:33].[H-].[Na+].[CH2:41]1COCC1. Given the product [C:1]([O:5][C:6]([NH:8][C:9]1[CH:17]=[CH:16][CH:15]=[C:14]2[C:10]=1[CH:11]=[CH:41][N:13]2[C:18]([C:23]1[CH:28]=[CH:27][C:26]([Cl:29])=[CH:25][CH:24]=1)([CH2:31][C:32]([O:34][C:35]([CH3:38])([CH3:37])[CH3:36])=[O:33])[C:19]([O:21][CH3:22])=[O:20])=[O:7])([CH3:4])([CH3:2])[CH3:3], predict the reactants needed to synthesize it. (8) Given the product [F:1][C:2]1[CH:3]=[C:4]([CH:7]=[C:8]([F:10])[CH:9]=1)[CH2:5][C:17]([CH2:16][CH2:15][C:14]([F:13])([F:22])[F:23])([C:18]#[N:19])[C:20]#[N:21], predict the reactants needed to synthesize it. The reactants are: [F:1][C:2]1[CH:3]=[C:4]([CH:7]=[C:8]([F:10])[CH:9]=1)[CH2:5]Br.[H-].[Na+].[F:13][C:14]([F:23])([F:22])[CH2:15][CH2:16][CH:17]([C:20]#[N:21])[C:18]#[N:19].